This data is from Reaction yield outcomes from USPTO patents with 853,638 reactions. The task is: Predict the reaction yield, written as a fraction of the theoretical maximum amount of product (1.0 means a 100% yield; for example, 0.34 means a 34% yield). The reactants are B(F)(F)F.CCOCC.[C:10]([O:13][CH:14]1[O:31][C@H:30]([CH2:32][O:33][C:34](=[O:36])[CH3:35])[C@@H:25]([O:26][C:27](=[O:29])[CH3:28])[C@H:20]([O:21][C:22](=[O:24])[CH3:23])[C@@H:15]1[O:16][C:17](=[O:19])[CH3:18])(=O)[CH3:11].[Br:37]C(C(O)I)I. The catalyst is C(Cl)Cl. The product is [C:17]([O:16][C@H:15]1[C@@H:20]([O:21][C:22](=[O:24])[CH3:23])[C@H:25]([O:26][C:27](=[O:29])[CH3:28])[C@@H:30]([CH2:32][O:33][C:34](=[O:36])[CH3:35])[O:31][C@@H:14]1[O:13][CH2:10][CH2:11][Br:37])(=[O:19])[CH3:18]. The yield is 0.640.